From a dataset of Full USPTO retrosynthesis dataset with 1.9M reactions from patents (1976-2016). Predict the reactants needed to synthesize the given product. (1) Given the product [Cl:8][C:6]1[N:5]=[N:4][C:3]([O:9][C:10]2[CH:15]=[CH:14][CH:13]=[CH:12][C:11]=2[CH3:16])=[C:2]([O:18][CH3:17])[CH:7]=1, predict the reactants needed to synthesize it. The reactants are: Cl[C:2]1[CH:7]=[C:6]([Cl:8])[N:5]=[N:4][C:3]=1[O:9][C:10]1[CH:15]=[CH:14][CH:13]=[CH:12][C:11]=1[CH3:16].[CH3:17][O-:18].[Na+]. (2) Given the product [CH3:13][CH2:12][CH2:11][CH2:10][C:14]1[CH:15]=[CH:16][CH2:17][C-:18]=1.[CH3:13][CH2:12][CH2:11][CH2:10][C:14]1[CH:15]=[CH:16][CH2:17][C-:18]=1.[Cl-:8].[Cl-:8].[Zr+4:19], predict the reactants needed to synthesize it. The reactants are: C1(C)C=CC=CC=1.[Cl-:8].[Cl-].[CH2:10]([C:14]1([Zr+2:19]C2(CCCC)C=CC=C2)[CH:18]=[CH:17][CH:16]=[CH:15]1)[CH2:11][CH2:12][CH3:13].C=C.